This data is from Full USPTO retrosynthesis dataset with 1.9M reactions from patents (1976-2016). The task is: Predict the reactants needed to synthesize the given product. Given the product [CH3:1][N:2]1[CH:7]=[CH:6][C:5]([C:8]2[CH:9]=[N:10][C:11]([CH:14]3[CH2:18][CH2:17][N:16]([C:19]([O:21][CH:22]4[CH:23]5[CH2:24][C:25]6([C:32](=[O:33])[NH2:42])[CH2:26][CH:27]([CH2:28][CH:29]4[CH2:30]6)[CH2:31]5)=[O:20])[CH2:15]3)=[N:12][CH:13]=2)=[CH:4][C:3]1=[O:35], predict the reactants needed to synthesize it. The reactants are: [CH3:1][N:2]1[CH:7]=[CH:6][C:5]([C:8]2[CH:9]=[N:10][C:11]([CH:14]3[CH2:18][CH2:17][N:16]([C:19]([O:21][CH:22]4[CH:29]5[CH2:30][C:25]6([C:32](O)=[O:33])[CH2:26][CH:27]([CH2:31][CH:23]4[CH2:24]6)[CH2:28]5)=[O:20])[CH2:15]3)=[N:12][CH:13]=2)=[CH:4][C:3]1=[O:35].C1C=CC2N(O)N=[N:42]C=2C=1.CCN=C=NCCCN(C)C.Cl.CCN(C(C)C)C(C)C.